Dataset: Forward reaction prediction with 1.9M reactions from USPTO patents (1976-2016). Task: Predict the product of the given reaction. (1) Given the reactants [CH2:1]([O:3][C:4]([N:6]1[CH:11]([CH2:12][CH3:13])[CH2:10][CH:9]([NH:14]C(OCC2C=CC=CC=2)=O)[C:8]2[C:25]([CH3:29])=[N:26][N:27]([CH3:28])[C:7]1=2)=[O:5])[CH3:2].C([O-])=O.[NH4+], predict the reaction product. The product is: [CH2:1]([O:3][C:4]([N:6]1[CH:11]([CH2:12][CH3:13])[CH2:10][CH:9]([NH2:14])[C:8]2[C:25]([CH3:29])=[N:26][N:27]([CH3:28])[C:7]1=2)=[O:5])[CH3:2]. (2) The product is: [C:1]([O-:8])(=[O:7])[CH2:2][CH2:3][C:4]([O-:6])=[O:5].[NH4+:9].[NH4+:9]. Given the reactants [C:1]([OH:8])(=[O:7])[CH2:2][CH2:3][C:4]([OH:6])=[O:5].[NH3:9].[Ca], predict the reaction product. (3) Given the reactants [C:1]([O:5][CH3:6])(=[O:4])[CH:2]=[CH2:3].[N+:7]([CH:9](S(C1C=CC(C)=CC=1)(=O)=O)[CH3:10])#[C-:8].[H-].[Na+].[Cl-].[Na+], predict the reaction product. The product is: [CH3:10][C:9]1[NH:7][CH:8]=[C:2]([C:1]([O:5][CH3:6])=[O:4])[CH:3]=1. (4) Given the reactants [OH:1][C:2]1[CH:7]=[CH:6][C:5]([C:8]2([C:11]([N:13]3[CH2:17][CH2:16][C:15]4([C:25]5[CH:24]=[CH:23][N:22]=[CH:21][C:20]=5[C:19](=[O:26])[O:18]4)[CH2:14]3)=[O:12])[CH2:10][CH2:9]2)=[CH:4][CH:3]=1.C(N(CC)CC)C.C1(P(C2C=CC=CC=2)C2C=CC=CC=2)C=CC=CC=1.N(C(OC(C)C)=O)=NC(OC(C)C)=O.[CH3:67][C:68]1([CH2:71]O)[CH2:70][CH2:69]1, predict the reaction product. The product is: [CH3:67][C:68]1([CH2:71][O:1][C:2]2[CH:7]=[CH:6][C:5]([C:8]3([C:11]([N:13]4[CH2:17][CH2:16][C:15]5([C:25]6[CH:24]=[CH:23][N:22]=[CH:21][C:20]=6[C:19](=[O:26])[O:18]5)[CH2:14]4)=[O:12])[CH2:10][CH2:9]3)=[CH:4][CH:3]=2)[CH2:70][CH2:69]1. (5) The product is: [Cl:1][C:2]1[CH:7]=[CH:6][C:5]([C:8]([N:13]2[C:21]3[C:16](=[C:17]([NH:22][C:23](=[O:29])[O:24][C:25]([CH3:26])([CH3:28])[CH3:27])[CH:18]=[CH:19][CH:20]=3)[CH:15]=[CH:14]2)([CH2:11][CH3:12])[CH2:9][CH3:10])=[CH:4][CH:3]=1. Given the reactants [Cl:1][C:2]1[CH:7]=[CH:6][C:5]([C:8]([N:13]2[C:21]3[C:16](=[C:17]([NH:22][C:23](=[O:29])[O:24][C:25]([CH3:28])([CH3:27])[CH3:26])[CH:18]=[CH:19][CH:20]=3)[CH:15]=[CH:14]2)([CH2:11][CH3:12])[C:9]#[CH:10])=[CH:4][CH:3]=1, predict the reaction product. (6) Given the reactants [Br:1][C:2]1[CH:7]=[CH:6][CH:5]=[CH:4][C:3]=1[CH:8]1[CH2:13][C:12](=[O:14])[CH:11]=[C:10]([OH:15])[CH2:9]1.C(N(CC)CC)C.[C:23](Cl)(=[O:25])[CH3:24], predict the reaction product. The product is: [C:23]([O:14][C:12]1[CH2:13][CH:8]([C:3]2[CH:4]=[CH:5][CH:6]=[CH:7][C:2]=2[Br:1])[CH2:9][C:10](=[O:15])[CH:11]=1)(=[O:25])[CH3:24].